This data is from Plasma protein binding rate (PPBR) regression data from AstraZeneca. The task is: Regression/Classification. Given a drug SMILES string, predict its absorption, distribution, metabolism, or excretion properties. Task type varies by dataset: regression for continuous measurements (e.g., permeability, clearance, half-life) or binary classification for categorical outcomes (e.g., BBB penetration, CYP inhibition). For this dataset (ppbr_az), we predict Y. (1) The compound is CN[C@@H](C)C(=O)N[C@H](C(=O)N(C)[C@H]1CCCN(CCc2ccccc2)C1)C1CCCCC1. The Y is 73.4 %. (2) The drug is CCCCCCCC(=O)N[C@@H](CCN)C(=O)N[C@H](C(=O)N[C@@H](CCN)C(=O)N[C@H]1CCNC(=O)[C@H]([C@@H](C)O)NC(=O)[C@H](C)NC(=O)[C@H](CCN)NC(=O)[C@H](CC(C)C)NC(=O)[C@@H](Cc2ccccc2)NC(=O)[C@H](CCN)NC1=O)[C@@H](C)O. The Y is 86.8 %.